From a dataset of Catalyst prediction with 721,799 reactions and 888 catalyst types from USPTO. Predict which catalyst facilitates the given reaction. (1) Reactant: [C:1]1([S:11]([C:14]2[CH:22]=[CH:21][C:20]3[N:19]([CH3:23])[C:18]4[CH2:24][CH:25]5[NH:29][CH:28]([C:17]=4[C:16]=3[C:15]=2C(OC(C)(C)C)=O)[CH2:27][CH2:26]5)(=[O:13])=[O:12])[C:10]2[C:5](=[CH:6][CH:7]=[CH:8][CH:9]=2)[CH:4]=[CH:3][CH:2]=1.[ClH:37]. Product: [ClH:37].[C:1]1([S:11]([C:14]2[CH:15]=[C:16]3[C:20](=[CH:21][CH:22]=2)[N:19]([CH3:23])[C:18]2[CH2:24][CH:25]4[NH:29][CH:28]([C:17]3=2)[CH2:27][CH2:26]4)(=[O:12])=[O:13])[C:10]2[C:5](=[CH:6][CH:7]=[CH:8][CH:9]=2)[CH:4]=[CH:3][CH:2]=1. The catalyst class is: 27. (2) Reactant: [Cl:1][C:2]1[CH:3]=[C:4]([N:11]2[C:20]3[C:15](=[CH:16][C:17]([S:21]([NH:24][C:25]4[CH:29]=[CH:28][O:27][N:26]=4)(=[O:23])=[O:22])=[CH:18][CH:19]=3)[CH:14]=[CH:13][C:12]2=[O:30])[C:5]([O:9][CH3:10])=[N:6][C:7]=1Cl.[F:31][C:32]1[CH:33]=[C:34](B(O)O)[CH:35]=[CH:36][CH:37]=1.C(=O)([O-])[O-].[K+].[K+]. Product: [Cl:1][C:2]1[CH:3]=[C:4]([N:11]2[C:20]3[C:15](=[CH:16][C:17]([S:21]([NH:24][C:25]4[CH:29]=[CH:28][O:27][N:26]=4)(=[O:23])=[O:22])=[CH:18][CH:19]=3)[CH:14]=[CH:13][C:12]2=[O:30])[C:5]([O:9][CH3:10])=[N:6][C:7]=1[C:36]1[CH:35]=[CH:34][CH:33]=[C:32]([F:31])[CH:37]=1. The catalyst class is: 73. (3) Reactant: [CH:1]1([S:6][CH:7]([C:11]2[CH:16]=[CH:15][C:14]([F:17])=[C:13]([F:18])[CH:12]=2)[C:8]([OH:10])=O)[CH2:5][CH2:4][CH2:3][CH2:2]1.[NH2:19][C:20]1[CH:25]=[CH:24][CH:23]=[CH:22][N:21]=1. Product: [CH:1]1([S:6][CH:7]([C:11]2[CH:16]=[CH:15][C:14]([F:17])=[C:13]([F:18])[CH:12]=2)[C:8]([NH:19][C:20]2[CH:25]=[CH:24][CH:23]=[CH:22][N:21]=2)=[O:10])[CH2:2][CH2:3][CH2:4][CH2:5]1. The catalyst class is: 1. (4) Reactant: [C:1]([NH2:9])([CH2:4][C:5]([CH3:8])([CH3:7])[CH3:6])([CH3:3])[CH3:2].C(N(CC)CC)C.[N+:17]([C:20]1[CH:28]=[CH:27][C:23]([C:24](Cl)=[O:25])=[CH:22][CH:21]=1)([O-:19])=[O:18].O. Product: [N+:17]([C:20]1[CH:21]=[CH:22][C:23]([C:24]([NH:9][C:1]([CH2:4][C:5]([CH3:8])([CH3:7])[CH3:6])([CH3:3])[CH3:2])=[O:25])=[CH:27][CH:28]=1)([O-:19])=[O:18]. The catalyst class is: 68. (5) Reactant: [Cl:1][C:2]1[C:7]([C:8](=O)[CH3:9])=[C:6](Cl)[N:5]=[CH:4][N:3]=1.C(N(CC)CC)C.O.[NH2:20][NH2:21]. Product: [Cl:1][C:2]1[N:3]=[CH:4][N:5]=[C:6]2[NH:20][N:21]=[C:8]([CH3:9])[C:7]=12. The catalyst class is: 12. (6) Reactant: [Cl:1][C:2]1[CH:7]=[CH:6][C:5]([C:8](=O)[CH2:9][C:10]#[N:11])=[CH:4][CH:3]=1.C(O)C.[CH2:16]([NH:23][NH2:24])[C:17]1[CH:22]=[CH:21][CH:20]=[CH:19][CH:18]=1. Product: [CH2:16]([N:23]1[C:10]([NH2:11])=[CH:9][C:8]([C:5]2[CH:6]=[CH:7][C:2]([Cl:1])=[CH:3][CH:4]=2)=[N:24]1)[C:17]1[CH:22]=[CH:21][CH:20]=[CH:19][CH:18]=1. The catalyst class is: 6.